Dataset: Forward reaction prediction with 1.9M reactions from USPTO patents (1976-2016). Task: Predict the product of the given reaction. (1) Given the reactants Cl.[NH2:2][C@H:3]1[CH2:7][CH2:6][N:5]([C:8]2[CH:13]=[CH:12][C:11]([N:14]3[CH2:18][C@H:17]([CH2:19][O:20][C:21]4[CH:25]=[CH:24][O:23][N:22]=4)[O:16][C:15]3=[O:26])=[CH:10][C:9]=2[F:27])[CH2:4]1.[C:28]([O:31][CH2:32][C:33](Cl)=[O:34])(=[O:30])[CH3:29].CCCC(C)C, predict the reaction product. The product is: [C:28]([O:31][CH2:32][C:33]([NH:2][C@H:3]1[CH2:7][CH2:6][N:5]([C:8]2[CH:13]=[CH:12][C:11]([N:14]3[CH2:18][C@H:17]([CH2:19][O:20][C:21]4[CH:25]=[CH:24][O:23][N:22]=4)[O:16][C:15]3=[O:26])=[CH:10][C:9]=2[F:27])[CH2:4]1)=[O:34])(=[O:30])[CH3:29]. (2) Given the reactants [O:1]([C:8]1[CH:14]=[CH:13][C:11]([NH2:12])=[CH:10][CH:9]=1)[C:2]1[CH:7]=[CH:6][CH:5]=[CH:4][CH:3]=1.C([O:17][CH:18]=[C:19]([C:25](OCC)=O)[C:20]([O:22][CH2:23][CH3:24])=[O:21])C, predict the reaction product. The product is: [OH:17][C:18]1[C:10]2[C:11](=[CH:13][CH:14]=[C:8]([O:1][C:2]3[CH:3]=[CH:4][CH:5]=[CH:6][CH:7]=3)[CH:9]=2)[N:12]=[CH:25][C:19]=1[C:20]([O:22][CH2:23][CH3:24])=[O:21].